Dataset: Reaction yield outcomes from USPTO patents with 853,638 reactions. Task: Predict the reaction yield, written as a fraction of the theoretical maximum amount of product (1.0 means a 100% yield; for example, 0.34 means a 34% yield). (1) The reactants are [C:1]12([CH3:11])[C:8]([CH3:10])([CH3:9])[CH:5]([CH2:6][CH2:7]1)[CH2:4][C:2]2=[O:3].[CH:12]([O-])([O-])OC.[H][H]. The catalyst is [C].[Pd].S(=O)(=O)(O)O.CO. The product is [CH3:12][O:3][CH:2]1[CH2:4][CH:5]2[C:8]([CH3:10])([CH3:9])[C:1]1([CH3:11])[CH2:7][CH2:6]2. The yield is 0.805. (2) The reactants are [N:1]([O-])=O.[Na+].[F:5][C:6]([F:15])([F:14])[C:7]1[CH:8]=[C:9]([CH:11]=[CH:12][CH:13]=1)[NH2:10].Cl.[CH3:17][O:18][CH2:19][C:20](=[O:26])[CH2:21][C:22]([O:24][CH3:25])=[O:23].CC([O-])=O.[Na+]. The catalyst is O.CCO. The product is [CH3:17][O:18][CH2:19][C:20](=[O:26])[C:21](=[N:1][NH:10][C:9]1[CH:11]=[CH:12][CH:13]=[C:7]([C:6]([F:14])([F:15])[F:5])[CH:8]=1)[C:22]([O:24][CH3:25])=[O:23]. The yield is 0.880. (3) The reactants are [Br:1][C:2]1[CH:8]=[CH:7][C:5]([NH2:6])=[C:4]([F:9])[C:3]=1[F:10].ClC(Cl)(Cl)C[O:14][C:15](=O)[NH:16][C:17]1[CH:22]=[CH:21][C:20]([C:23](=[O:27])[N:24]([CH3:26])[CH3:25])=[CH:19][CH:18]=1.C1(C)C=CC=CC=1. The catalyst is C(OCC)(=O)C. The product is [Br:1][C:2]1[CH:8]=[CH:7][C:5]([NH:6][C:15](=[O:14])[NH:16][C:17]2[CH:22]=[CH:21][C:20]([C:23]([N:24]([CH3:26])[CH3:25])=[O:27])=[CH:19][CH:18]=2)=[C:4]([F:9])[C:3]=1[F:10]. The yield is 0.360. (4) The reactants are [C:1]1(=[C:7]([C:18]2[CH:23]=[CH:22][C:21]([OH:24])=[CH:20][CH:19]=2)[C:8]2[CH:17]=[CH:16][C:11]([C:12]([O:14]C)=[O:13])=[CH:10][CH:9]=2)[CH2:6][CH2:5][CH2:4][CH2:3][CH2:2]1.[OH-].[Na+]. The catalyst is C1COCC1.CCO. The product is [C:1]1(=[C:7]([C:18]2[CH:23]=[CH:22][C:21]([OH:24])=[CH:20][CH:19]=2)[C:8]2[CH:17]=[CH:16][C:11]([C:12]([OH:14])=[O:13])=[CH:10][CH:9]=2)[CH2:6][CH2:5][CH2:4][CH2:3][CH2:2]1. The yield is 0.520.